From a dataset of NCI-60 drug combinations with 297,098 pairs across 59 cell lines. Regression. Given two drug SMILES strings and cell line genomic features, predict the synergy score measuring deviation from expected non-interaction effect. (1) Drug 1: CC1C(C(=O)NC(C(=O)N2CCCC2C(=O)N(CC(=O)N(C(C(=O)O1)C(C)C)C)C)C(C)C)NC(=O)C3=C4C(=C(C=C3)C)OC5=C(C(=O)C(=C(C5=N4)C(=O)NC6C(OC(=O)C(N(C(=O)CN(C(=O)C7CCCN7C(=O)C(NC6=O)C(C)C)C)C)C(C)C)C)N)C. Drug 2: COC1=NC(=NC2=C1N=CN2C3C(C(C(O3)CO)O)O)N. Cell line: TK-10. Synergy scores: CSS=8.12, Synergy_ZIP=-3.78, Synergy_Bliss=-5.70, Synergy_Loewe=0.688, Synergy_HSA=-3.20. (2) Drug 1: CC1=C2C(C(=O)C3(C(CC4C(C3C(C(C2(C)C)(CC1OC(=O)C(C(C5=CC=CC=C5)NC(=O)OC(C)(C)C)O)O)OC(=O)C6=CC=CC=C6)(CO4)OC(=O)C)O)C)O. Drug 2: C1C(C(OC1N2C=NC(=NC2=O)N)CO)O. Cell line: HCC-2998. Synergy scores: CSS=21.5, Synergy_ZIP=-3.84, Synergy_Bliss=0.251, Synergy_Loewe=-3.47, Synergy_HSA=-3.23. (3) Drug 1: CC(CN1CC(=O)NC(=O)C1)N2CC(=O)NC(=O)C2. Drug 2: CC(C)CN1C=NC2=C1C3=CC=CC=C3N=C2N. Cell line: LOX IMVI. Synergy scores: CSS=22.9, Synergy_ZIP=-6.06, Synergy_Bliss=-4.10, Synergy_Loewe=-2.16, Synergy_HSA=-2.70. (4) Drug 1: CC1OCC2C(O1)C(C(C(O2)OC3C4COC(=O)C4C(C5=CC6=C(C=C35)OCO6)C7=CC(=C(C(=C7)OC)O)OC)O)O. Drug 2: COCCOC1=C(C=C2C(=C1)C(=NC=N2)NC3=CC=CC(=C3)C#C)OCCOC.Cl. Cell line: HCC-2998. Synergy scores: CSS=11.5, Synergy_ZIP=-1.14, Synergy_Bliss=0.285, Synergy_Loewe=-8.11, Synergy_HSA=-2.68. (5) Drug 1: CC1=C2C(C(=O)C3(C(CC4C(C3C(C(C2(C)C)(CC1OC(=O)C(C(C5=CC=CC=C5)NC(=O)OC(C)(C)C)O)O)OC(=O)C6=CC=CC=C6)(CO4)OC(=O)C)OC)C)OC. Drug 2: CS(=O)(=O)CCNCC1=CC=C(O1)C2=CC3=C(C=C2)N=CN=C3NC4=CC(=C(C=C4)OCC5=CC(=CC=C5)F)Cl. Cell line: SF-539. Synergy scores: CSS=44.9, Synergy_ZIP=5.45, Synergy_Bliss=5.74, Synergy_Loewe=-36.5, Synergy_HSA=4.94. (6) Drug 1: CC1=C(C=C(C=C1)NC(=O)C2=CC=C(C=C2)CN3CCN(CC3)C)NC4=NC=CC(=N4)C5=CN=CC=C5. Drug 2: C(CCl)NC(=O)N(CCCl)N=O. Cell line: OVCAR-4. Synergy scores: CSS=4.37, Synergy_ZIP=0.737, Synergy_Bliss=4.62, Synergy_Loewe=1.84, Synergy_HSA=2.30. (7) Cell line: NCI/ADR-RES. Drug 1: CC1=C2C(C(=O)C3(C(CC4C(C3C(C(C2(C)C)(CC1OC(=O)C(C(C5=CC=CC=C5)NC(=O)OC(C)(C)C)O)O)OC(=O)C6=CC=CC=C6)(CO4)OC(=O)C)OC)C)OC. Synergy scores: CSS=4.66, Synergy_ZIP=-2.73, Synergy_Bliss=-1.84, Synergy_Loewe=-1.26, Synergy_HSA=-0.810. Drug 2: CCC1(CC2CC(C3=C(CCN(C2)C1)C4=CC=CC=C4N3)(C5=C(C=C6C(=C5)C78CCN9C7C(C=CC9)(C(C(C8N6C)(C(=O)OC)O)OC(=O)C)CC)OC)C(=O)OC)O.OS(=O)(=O)O.